Dataset: Retrosynthesis with 50K atom-mapped reactions and 10 reaction types from USPTO. Task: Predict the reactants needed to synthesize the given product. (1) Given the product CN(C1COC1)C(C)(C)C=C(C#N)C(=O)N1CCC[C@@H](n2nc(-c3ccc(Oc4ccccc4)cc3F)c3c(N)ncnc32)C1, predict the reactants needed to synthesize it. The reactants are: CN(C1COC1)C(C)(C)C=O.N#CCC(=O)N1CCC[C@@H](n2nc(-c3ccc(Oc4ccccc4)cc3F)c3c(N)ncnc32)C1. (2) Given the product c1ccc(C2CCC3(CC2)OCCO3)nc1, predict the reactants needed to synthesize it. The reactants are: C1=C(c2ccccn2)CCC2(C1)OCCO2. (3) Given the product Cc1sc2nc(-c3ccccn3)nc(NCc3cccc([N+](=O)[O-])c3)c2c1Cl, predict the reactants needed to synthesize it. The reactants are: Cc1sc2nc(-c3ccccn3)nc(Cl)c2c1Cl.NCc1cccc([N+](=O)[O-])c1. (4) Given the product CCOC(=O)c1coc2cc(N3C(=O)c4ccccc4C3=O)ccc12, predict the reactants needed to synthesize it. The reactants are: CCOC(=O)c1coc2cc(Br)ccc12.O=C1NC(=O)c2ccccc21. (5) Given the product COC(=O)[C@@H]1CC[C@H]2CO[C@@H](C)C(=O)N2C1, predict the reactants needed to synthesize it. The reactants are: COC(=O)[C@@H]1CC[C@@H](CO)N(C(=O)[C@@H](C)Cl)C1. (6) Given the product CO[C@@H]1[C@@H](CCP(=O)(OC)OC)O[C@@H](n2cnc3c(NC(=O)c4ccccc4)ncnc32)[C@@H]1O[Si](C)(C)C(C)(C)C, predict the reactants needed to synthesize it. The reactants are: CO[C@@H]1[C@@H](/C=C/P(=O)(OC)OC)O[C@@H](n2cnc3c(NC(=O)c4ccccc4)ncnc32)[C@@H]1O[Si](C)(C)C(C)(C)C.